From a dataset of Peptide-MHC class I binding affinity with 185,985 pairs from IEDB/IMGT. Regression. Given a peptide amino acid sequence and an MHC pseudo amino acid sequence, predict their binding affinity value. This is MHC class I binding data. (1) The peptide sequence is RRQWVLAFR. The MHC is HLA-B58:01 with pseudo-sequence HLA-B58:01. The binding affinity (normalized) is 0.0847. (2) The MHC is HLA-A30:01 with pseudo-sequence HLA-A30:01. The peptide sequence is GRWMLPQGM. The binding affinity (normalized) is 0.0847. (3) The peptide sequence is FRFPKTFGW. The MHC is Mamu-B17 with pseudo-sequence Mamu-B17. The binding affinity (normalized) is 0.798. (4) The peptide sequence is FRDYVDRFYK. The MHC is HLA-B35:01 with pseudo-sequence HLA-B35:01. The binding affinity (normalized) is 0. (5) The peptide sequence is YPSMFTLRHI. The MHC is HLA-B54:01 with pseudo-sequence HLA-B54:01. The binding affinity (normalized) is 0.719. (6) The peptide sequence is LAYFPVFRFLNGS. The MHC is HLA-B08:01 with pseudo-sequence HLA-B08:01. The binding affinity (normalized) is 0. (7) The binding affinity (normalized) is 0. The MHC is HLA-A68:01 with pseudo-sequence HLA-A68:01. The peptide sequence is AEQASQEVKNW. (8) The peptide sequence is CTDDNALAY. The MHC is HLA-B07:02 with pseudo-sequence HLA-B07:02. The binding affinity (normalized) is 0.0847. (9) The binding affinity (normalized) is 0.149. The MHC is HLA-A30:02 with pseudo-sequence HLA-A30:02. The peptide sequence is LIFRGPNVV. (10) The peptide sequence is RELLGYCVSL. The MHC is HLA-B40:01 with pseudo-sequence HLA-B40:01. The binding affinity (normalized) is 0.150.